From a dataset of NCI-60 drug combinations with 297,098 pairs across 59 cell lines. Regression. Given two drug SMILES strings and cell line genomic features, predict the synergy score measuring deviation from expected non-interaction effect. (1) Drug 1: CC1C(C(CC(O1)OC2CC(CC3=C2C(=C4C(=C3O)C(=O)C5=C(C4=O)C(=CC=C5)OC)O)(C(=O)CO)O)N)O.Cl. Drug 2: CC1C(C(CC(O1)OC2CC(CC3=C2C(=C4C(=C3O)C(=O)C5=C(C4=O)C(=CC=C5)OC)O)(C(=O)CO)O)N)O.Cl. Cell line: UACC-257. Synergy scores: CSS=61.1, Synergy_ZIP=-3.38, Synergy_Bliss=-0.601, Synergy_Loewe=1.36, Synergy_HSA=3.00. (2) Synergy scores: CSS=44.3, Synergy_ZIP=-4.75, Synergy_Bliss=-3.15, Synergy_Loewe=1.69, Synergy_HSA=2.16. Cell line: HCC-2998. Drug 1: C1=C(C(=O)NC(=O)N1)F. Drug 2: CCC1(CC2CC(C3=C(CCN(C2)C1)C4=CC=CC=C4N3)(C5=C(C=C6C(=C5)C78CCN9C7C(C=CC9)(C(C(C8N6C=O)(C(=O)OC)O)OC(=O)C)CC)OC)C(=O)OC)O.OS(=O)(=O)O. (3) Drug 1: CC1=C2C(C(=O)C3(C(CC4C(C3C(C(C2(C)C)(CC1OC(=O)C(C(C5=CC=CC=C5)NC(=O)OC(C)(C)C)O)O)OC(=O)C6=CC=CC=C6)(CO4)OC(=O)C)OC)C)OC. Drug 2: CN1C(=O)N2C=NC(=C2N=N1)C(=O)N. Cell line: A498. Synergy scores: CSS=28.4, Synergy_ZIP=3.08, Synergy_Bliss=3.21, Synergy_Loewe=-16.2, Synergy_HSA=1.71.